From a dataset of Full USPTO retrosynthesis dataset with 1.9M reactions from patents (1976-2016). Predict the reactants needed to synthesize the given product. (1) The reactants are: [CH2:1]([O:3][C:4](=[O:38])[CH:5]([C:22]1[N:23]([CH3:37])[C:24]2[C:29]([C:30]=1[S:31][C:32]([CH3:35])([CH3:34])[CH3:33])=[CH:28][C:27]([OH:36])=[CH:26][CH:25]=2)[CH2:6][C:7]1[CH:12]=[CH:11][C:10](B2OC(C)(C)C(C)(C)O2)=[CH:9][CH:8]=1)[CH3:2].Cl[C:40]1[N:45]=[CH:44][C:43]([F:46])=[CH:42][N:41]=1. Given the product [CH2:1]([O:3][C:4](=[O:38])[CH:5]([C:22]1[N:23]([CH3:37])[C:24]2[C:29]([C:30]=1[S:31][C:32]([CH3:34])([CH3:33])[CH3:35])=[CH:28][C:27]([OH:36])=[CH:26][CH:25]=2)[CH2:6][C:7]1[CH:8]=[CH:9][C:10]([C:40]2[N:45]=[CH:44][C:43]([F:46])=[CH:42][N:41]=2)=[CH:11][CH:12]=1)[CH3:2], predict the reactants needed to synthesize it. (2) Given the product [Cl:11][C:7]1[CH:6]=[CH:5][C:4]2[C:3]3([OH:12])[N:21]=[C:13]([C:14]4[CH:19]=[CH:18][CH:17]=[CH:16][CH:15]=4)[S:20][CH:2]3[CH2:10][C:9]=2[CH:8]=1, predict the reactants needed to synthesize it. The reactants are: Br[CH:2]1[CH2:10][C:9]2[C:4](=[CH:5][CH:6]=[C:7]([Cl:11])[CH:8]=2)[C:3]1=[O:12].[C:13]([NH2:21])(=[S:20])[C:14]1[CH:19]=[CH:18][CH:17]=[CH:16][CH:15]=1.C(OCC)(=O)C.C(=O)(O)[O-].[Na+]. (3) Given the product [Br:1][C:2]1[C:10]2[NH:9][C:8]([N:26]3[CH2:27][CH2:28][N:23]([C:18]4[C:17]([Cl:16])=[CH:22][CH:21]=[CH:20][N:19]=4)[CH2:24][C@H:25]3[CH3:29])=[N:7][C:6]=2[CH:5]=[C:4]([C:12]([F:15])([F:14])[F:13])[CH:3]=1, predict the reactants needed to synthesize it. The reactants are: [Br:1][C:2]1[C:10]2[N:9]=[C:8](Cl)[NH:7][C:6]=2[CH:5]=[C:4]([C:12]([F:15])([F:14])[F:13])[CH:3]=1.[Cl:16][C:17]1[C:18]([N:23]2[CH2:28][CH2:27][NH:26][C@H:25]([CH3:29])[CH2:24]2)=[N:19][CH:20]=[CH:21][CH:22]=1. (4) Given the product [Cl:1][C:2]1[CH:7]=[CH:6][C:5]([S:8]([N:11]([CH2:19][C:20]2[CH:29]=[CH:28][C:23]([C:24]([OH:26])=[O:25])=[C:22]([F:30])[C:21]=2[F:31])[CH:12]2[CH2:17][CH2:16][CH2:15][CH2:14][CH:13]2[OH:18])(=[O:9])=[O:10])=[CH:4][CH:3]=1, predict the reactants needed to synthesize it. The reactants are: [Cl:1][C:2]1[CH:7]=[CH:6][C:5]([S:8]([N:11]([CH2:19][C:20]2[CH:29]=[CH:28][C:23]([C:24]([O:26]C)=[O:25])=[C:22]([F:30])[C:21]=2[F:31])[CH:12]2[CH2:17][CH2:16][CH2:15][CH2:14][CH:13]2[OH:18])(=[O:10])=[O:9])=[CH:4][CH:3]=1.O.[OH-].[Li+]. (5) Given the product [CH3:9][O:11][CH2:12][CH2:14][CH2:27][N:26]1[C:57]2[CH:58]=[CH:59][CH:60]=[CH:61][C:56]=2[O:62][CH:24]([CH2:40][O:39][CH:24]2[CH:23]([C:20]3[CH:19]=[CH:18][C:17]([CH2:16][O:15][C:76]4[CH:77]=[CH:78][CH:79]=[CH:80][CH:81]=4)=[CH:22][CH:21]=3)[CH2:28][CH2:27][N:26]([C:29]([O:31][CH2:32][C:33]3[CH:34]=[CH:35][CH:36]=[CH:37][CH:38]=3)=[O:30])[CH2:25]2)[CH2:25]1, predict the reactants needed to synthesize it. The reactants are: N([C:9]([O:11][CH:12]([CH3:14])C)=O)=N[C:9]([O:11][CH:12](C)[CH3:14])=O.[OH:15][CH2:16][C:17]1[CH:22]=[CH:21][C:20]([CH:23]2[CH2:28][CH2:27][N:26]([C:29]([O:31][CH2:32][C:33]3[CH:38]=[CH:37][CH:36]=[CH:35][CH:34]=3)=[O:30])[CH2:25][CH:24]2[O:39][CH2:40]C2C=CC3OCCN(CCCOC)C=3C=2)=[CH:19][CH:18]=1.[C:56]1([OH:62])[CH:61]=[CH:60][CH:59]=[CH:58][CH:57]=1.[C:76]1(P([C:76]2[CH:81]=[CH:80][CH:79]=[CH:78][CH:77]=2)[C:76]2[CH:81]=[CH:80][CH:79]=[CH:78][CH:77]=2)[CH:81]=[CH:80][CH:79]=[CH:78][CH:77]=1. (6) Given the product [NH2:20][C:21]1[N:29]=[C:28]2[C:24]([NH:25][CH:26]=[N:27]2)=[C:23]([N:71]2[CH:75]=[CH:74][N:73]=[CH:72]2)[N:22]=1, predict the reactants needed to synthesize it. The reactants are: C([NH:20][C:21]1[NH:22][C:23](=O)[C:24]2[N:25]=[CH:26][N:27](C(C3C=CC=CC=3)(C3C=CC=CC=3)C3C=CC=CC=3)[C:28]=2[N:29]=1)(C1C=CC=CC=1)(C1C=CC=CC=1)C1C=CC=CC=1.II.C1C=CC(P(C2C=CC=CC=2)C2C=CC=CC=2)=CC=1.[NH:71]1[CH:75]=[CH:74][N:73]=[CH:72]1.CCN(C(C)C)C(C)C. (7) Given the product [NH2:34][C:29]1[CH:30]=[CH:31][CH:32]=[CH:33][C:28]=1[CH2:27][N:10]1[C:11](=[O:26])[C:12]2[C:17](=[CH:16][C:15]([Cl:18])=[CH:14][C:13]=2[N:19]2[CH2:24][CH2:23][N:22]([CH3:25])[CH2:21][CH2:20]2)[N:8]([CH2:1][C:2]2[CH:7]=[CH:6][CH:5]=[CH:4][CH:3]=2)[C:9]1=[O:37], predict the reactants needed to synthesize it. The reactants are: [CH2:1]([N:8]1[C:17]2[C:12](=[C:13]([N:19]3[CH2:24][CH2:23][N:22]([CH3:25])[CH2:21][CH2:20]3)[CH:14]=[C:15]([Cl:18])[CH:16]=2)[C:11](=[O:26])[N:10]([CH2:27][C:28]2[CH:33]=[CH:32][CH:31]=[CH:30][C:29]=2[N+:34]([O-])=O)[C:9]1=[O:37])[C:2]1[CH:7]=[CH:6][CH:5]=[CH:4][CH:3]=1.C.